From a dataset of Peptide-MHC class I binding affinity with 185,985 pairs from IEDB/IMGT. Regression. Given a peptide amino acid sequence and an MHC pseudo amino acid sequence, predict their binding affinity value. This is MHC class I binding data. (1) The peptide sequence is KYRLKHIVW. The MHC is HLA-A11:01 with pseudo-sequence HLA-A11:01. The binding affinity (normalized) is 0. (2) The MHC is HLA-B15:09 with pseudo-sequence HLA-B15:09. The binding affinity (normalized) is 0.0847. The peptide sequence is DIVRVFNEY. (3) The MHC is HLA-A02:01 with pseudo-sequence HLA-A02:01. The peptide sequence is IAVANCVRNL. The binding affinity (normalized) is 0.120.